From a dataset of Peptide-MHC class I binding affinity with 185,985 pairs from IEDB/IMGT. Regression. Given a peptide amino acid sequence and an MHC pseudo amino acid sequence, predict their binding affinity value. This is MHC class I binding data. (1) The peptide sequence is IVFMWAIHH. The MHC is HLA-B27:03 with pseudo-sequence HLA-B27:03. The binding affinity (normalized) is 0.0847. (2) The peptide sequence is NRFSVAYML. The MHC is Mamu-B03 with pseudo-sequence Mamu-B03. The binding affinity (normalized) is 0.264. (3) The peptide sequence is NLEEICQLI. The MHC is HLA-A24:02 with pseudo-sequence HLA-A24:02. The binding affinity (normalized) is 0.